This data is from Reaction yield outcomes from USPTO patents with 853,638 reactions. The task is: Predict the reaction yield, written as a fraction of the theoretical maximum amount of product (1.0 means a 100% yield; for example, 0.34 means a 34% yield). (1) The reactants are [OH-].[Na+].[F:3][C:4]1[C:19]([N:20]([CH3:29])[C:21](=[O:28])[C:22]2[CH:27]=[CH:26][CH:25]=[CH:24][CH:23]=2)=[CH:18][CH:17]=[CH:16][C:5]=1[C:6]([NH:8][C:9]1[CH:14]=[CH:13][CH:12]=[CH:11][C:10]=1[Br:15])=[O:7].[F:30][C:31]([F:40])([F:39])[C:32](I)([F:37])[C:33]([F:36])([F:35])[F:34]. The catalyst is CN(C)C=O.O.O.O.O.O.O.O.S([O-])([O-])(=O)=O.[Fe+2]. The product is [F:3][C:4]1[C:19]([N:20]([CH3:29])[C:21](=[O:28])[C:22]2[CH:27]=[CH:26][CH:25]=[CH:24][CH:23]=2)=[CH:18][CH:17]=[CH:16][C:5]=1[C:6]([NH:8][C:9]1[CH:14]=[CH:13][C:12]([C:32]([F:37])([C:33]([F:36])([F:35])[F:34])[C:31]([F:40])([F:39])[F:30])=[CH:11][C:10]=1[Br:15])=[O:7]. The yield is 0.110. (2) The reactants are [CH3:1][C:2]1[N:6]([CH3:7])[C:5]2[CH:8]=[C:9]([C:22]([OH:24])=O)[C:10]3[CH2:11][CH2:12][CH:13]([C:16]4[CH:21]=[CH:20][CH:19]=[CH:18][CH:17]=4)[O:14][C:15]=3[C:4]=2[N:3]=1.F[B-](F)(F)F.N1(OC(N(C)C)=[N+](C)C)C2C=CC=CC=2N=N1.[CH3:47][O:48][CH2:49][CH2:50][NH2:51].O. The catalyst is ClCCl. The product is [CH3:47][O:48][CH2:49][CH2:50][NH:51][C:22]([C:9]1[C:10]2[CH2:11][CH2:12][CH:13]([C:16]3[CH:21]=[CH:20][CH:19]=[CH:18][CH:17]=3)[O:14][C:15]=2[C:4]2[N:3]=[C:2]([CH3:1])[N:6]([CH3:7])[C:5]=2[CH:8]=1)=[O:24]. The yield is 0.290.